Task: Predict the reaction yield, written as a fraction of the theoretical maximum amount of product (1.0 means a 100% yield; for example, 0.34 means a 34% yield).. Dataset: Reaction yield outcomes from USPTO patents with 853,638 reactions (1) The reactants are [CH:1]1[C:10]2[C:5](=[CH:6][CH:7]=[CH:8][CH:9]=2)[CH:4]=[CH:3][C:2]=1[SH:11].[H-].[Na+].[OH:14][C@@H:15]1[CH2:19][CH2:18][O:17][C:16]1=[O:20]. The catalyst is CN(C=O)C.C(OCC)(=O)C. The product is [OH:14][C@H:15]([CH2:19][CH2:18][S:11][C:2]1[CH:3]=[CH:4][C:5]2[C:10](=[CH:9][CH:8]=[CH:7][CH:6]=2)[CH:1]=1)[C:16]([OH:20])=[O:17]. The yield is 0.120. (2) The reactants are Br[CH2:2][C:3]1[CH:11]=[CH:10][C:6]([C:7]([OH:9])=[O:8])=[CH:5][CH:4]=1.[C-:12]#[N:13].[Na+].[OH-].[Na+]. The catalyst is C(#N)C.O. The product is [C:12]([CH2:2][C:3]1[CH:11]=[CH:10][C:6]([C:7]([OH:9])=[O:8])=[CH:5][CH:4]=1)#[N:13]. The yield is 0.263. (3) The reactants are [CH3:1][N:2]1[CH2:7][CH2:6][NH:5][CH2:4][CH2:3]1.C(O[C:11](=[O:16])[C:12]([Br:15])([F:14])[F:13])C. The catalyst is C1COCC1. The product is [Br:15][C:12]([F:13])([F:14])[C:11]([N:5]1[CH2:6][CH2:7][N:2]([CH3:1])[CH2:3][CH2:4]1)=[O:16]. The yield is 0.710. (4) The reactants are [F:1][C:2]1[CH:8]=[C:7](I)[CH:6]=[CH:5][C:3]=1[NH2:4].[N:10]1[CH:15]=[CH:14][CH:13]=[CH:12][C:11]=1[N:16]1[CH2:21][CH2:20][NH:19][CH2:18][CH2:17]1.OC1C=CC=C2C=1N=CC=C2.C(=O)([O-])[O-].[K+].[K+].[OH-].[NH4+].C. The catalyst is CS(C)=O.C(OCC)(=O)C. The product is [F:1][C:2]1[CH:8]=[C:7]([N:19]2[CH2:20][CH2:21][N:16]([C:11]3[CH:12]=[CH:13][CH:14]=[CH:15][N:10]=3)[CH2:17][CH2:18]2)[CH:6]=[CH:5][C:3]=1[NH2:4]. The yield is 0.260.